From a dataset of Ames mutagenicity test results for genotoxicity prediction. Regression/Classification. Given a drug SMILES string, predict its toxicity properties. Task type varies by dataset: regression for continuous values (e.g., LD50, hERG inhibition percentage) or binary classification for toxic/non-toxic outcomes (e.g., AMES mutagenicity, cardiotoxicity, hepatotoxicity). Dataset: ames. (1) The molecule is O=C1c2c(O)ccc([N+](=O)[O-])c2C(=O)c2c([N+](=O)[O-])ccc(O)c21. The result is 1 (mutagenic). (2) The result is 0 (non-mutagenic). The molecule is FC(F)(F)CCl. (3) The drug is O=c1[nH]c(=O)n(C2CC(O)C(CO)O2)cc1Br. The result is 0 (non-mutagenic). (4) The drug is Cc1cc(C)c(S(=O)(=O)O)cc1N=Nc1cc(S(=O)(=O)O)c2ccccc2c1O. The result is 0 (non-mutagenic). (5) The compound is N#Cc1cc([N+](=O)[O-])ccc1N=Nc1ccc(N(CCO)CCO)cc1. The result is 1 (mutagenic).